This data is from Forward reaction prediction with 1.9M reactions from USPTO patents (1976-2016). The task is: Predict the product of the given reaction. (1) Given the reactants [F:1][CH2:2][CH2:3][CH2:4][CH2:5][CH2:6][CH2:7][CH2:8][CH2:9][CH2:10][CH2:11][CH2:12][CH2:13][CH2:14][CH2:15][CH2:16][CH2:17][OH:18].CS(Cl)(=O)=O.[CH2:24](O)[CH2:25][CH2:26][OH:27], predict the reaction product. The product is: [F:1][CH2:2][CH2:3][CH2:4][CH2:5][CH2:6][CH2:7][CH2:8][CH2:9][CH2:10][CH2:11][CH2:12][CH2:13][CH2:14][CH2:15][CH2:16][CH2:17][O:18][CH:26]([OH:27])[CH2:25][CH3:24]. (2) Given the reactants [P:1](=[O:5])([OH:4])([OH:3])[OH:2].[F:6][C:7]1[CH:12]=[CH:11][CH:10]=[CH:9][C:8]=1[N:13]1[C:21]2[C:16](=[CH:17][CH:18]=[CH:19][CH:20]=2)[C:15]([O:22][CH:23]2[CH2:28][CH2:27][NH:26][CH2:25][CH2:24]2)=[N:14]1.N#N.CC(OC)(C)C, predict the reaction product. The product is: [P:1]([OH:5])([OH:4])([OH:3])=[O:2].[F:6][C:7]1[CH:12]=[CH:11][CH:10]=[CH:9][C:8]=1[N:13]1[C:21]2[C:16](=[CH:17][CH:18]=[CH:19][CH:20]=2)[C:15]([O:22][CH:23]2[CH2:28][CH2:27][NH:26][CH2:25][CH2:24]2)=[N:14]1. (3) The product is: [Cl:1][C:14]1[C:10]([CH3:9])=[N:11][O:12][C:13]=1[NH:15][S:16]([C:19]1[CH:20]=[CH:21][C:22]([C:25]2[CH:30]=[CH:29][C:28]([CH3:31])=[CH:27][CH:26]=2)=[CH:23][CH:24]=1)(=[O:18])=[O:17]. Given the reactants [Cl:1]N1C(=O)CCC1=O.[CH3:9][C:10]1[CH:14]=[C:13]([NH:15][S:16]([C:19]2[CH:24]=[CH:23][C:22]([C:25]3[CH:30]=[CH:29][C:28]([CH3:31])=[CH:27][CH:26]=3)=[CH:21][CH:20]=2)(=[O:18])=[O:17])[O:12][N:11]=1, predict the reaction product. (4) Given the reactants [CH3:1][N:2]1[CH2:7][CH2:6][N:5]([CH2:8][CH2:9][CH2:10][NH:11][C:12]([C:14]2[N:15]([CH3:29])[C:16]([C:19]3[S:27][C:26]4[C:21](=[N:22][CH:23]=[CH:24][C:25]=4Cl)[CH:20]=3)=[CH:17][N:18]=2)=[O:13])[CH2:4][CH2:3]1.[CH3:30][C:31]1[NH:32][C:33]2[C:38]([CH:39]=1)=[CH:37][C:36]([NH2:40])=[CH:35][CH:34]=2, predict the reaction product. The product is: [CH3:1][N:2]1[CH2:7][CH2:6][N:5]([CH2:8][CH2:9][CH2:10][NH:11][C:12]([C:14]2[N:15]([CH3:29])[C:16]([C:19]3[S:27][C:26]4[C:21](=[N:22][CH:23]=[CH:24][C:25]=4[NH:40][C:36]4[CH:37]=[C:38]5[C:33](=[CH:34][CH:35]=4)[NH:32][C:31]([CH3:30])=[CH:39]5)[CH:20]=3)=[CH:17][N:18]=2)=[O:13])[CH2:4][CH2:3]1. (5) The product is: [NH2:1][C:2]1[C:3]2[C:10]([C:11]3[CH:16]=[CH:15][C:14]([O:17][C:18]4[CH:23]=[CH:22][CH:21]=[CH:20][CH:19]=4)=[CH:13][CH:12]=3)=[C:9]([C:38]#[C:37][Si:39]([CH3:42])([CH3:41])[CH3:40])[N:8]([C@@H:25]3[CH2:29][CH2:28][N:27]([C:30]([O:32][C:33]([CH3:36])([CH3:35])[CH3:34])=[O:31])[CH2:26]3)[C:4]=2[N:5]=[CH:6][N:7]=1. Given the reactants [NH2:1][C:2]1[C:3]2[C:10]([C:11]3[CH:16]=[CH:15][C:14]([O:17][C:18]4[CH:23]=[CH:22][CH:21]=[CH:20][CH:19]=4)=[CH:13][CH:12]=3)=[C:9](Br)[N:8]([C@@H:25]3[CH2:29][CH2:28][N:27]([C:30]([O:32][C:33]([CH3:36])([CH3:35])[CH3:34])=[O:31])[CH2:26]3)[C:4]=2[N:5]=[CH:6][N:7]=1.[C:37]([Si:39]([CH3:42])([CH3:41])[CH3:40])#[CH:38], predict the reaction product. (6) Given the reactants [NH2:1][C@@H:2]1[CH2:7][C@H:6]([N:8]([CH:10]([CH3:12])[CH3:11])[CH3:9])[CH2:5][CH2:4][C@@H:3]1[N:13]1[CH2:17][CH2:16][C@H:15]([NH:18][C:19](=[O:28])[O:20][CH2:21][C:22]2[CH:27]=[CH:26][CH:25]=[CH:24][CH:23]=2)[C:14]1=[O:29].[CH2:30](N(CC)CC)C.[OH2:37], predict the reaction product. The product is: [CH:30]([NH:1][C@@H:2]1[CH2:7][C@H:6]([N:8]([CH:10]([CH3:12])[CH3:11])[CH3:9])[CH2:5][CH2:4][C@@H:3]1[N:13]1[CH2:17][CH2:16][C@H:15]([NH:18][C:19](=[O:28])[O:20][CH2:21][C:22]2[CH:23]=[CH:24][CH:25]=[CH:26][CH:27]=2)[C:14]1=[O:29])=[O:37]. (7) Given the reactants [Cl:1][C:2]1[CH:3]=[CH:4][C:5]2[C:15]3[C:10](=[CH:11][N:12]=[C:13]([NH:16]C(=O)C)[CH:14]=3)[CH2:9][O:8][C:6]=2[CH:7]=1.Cl, predict the reaction product. The product is: [Cl:1][C:2]1[CH:3]=[CH:4][C:5]2[C:15]3[C:10](=[CH:11][N:12]=[C:13]([NH2:16])[CH:14]=3)[CH2:9][O:8][C:6]=2[CH:7]=1. (8) Given the reactants [CH2:1]1[CH:12]2[CH:4]([NH:5][C:6]3[C:7]([C:13]([NH:15][C@@H:16]([CH2:20][OH:21])[C:17](O)=[O:18])=[O:14])=[CH:8][CH:9]=[CH:10][C:11]=32)[CH2:3][CH2:2]1, predict the reaction product. The product is: [OH:18][CH2:17][C@@H:16]1[NH:15][C:13](=[O:14])[C:7]2=[C:6]3[C:11](=[CH:10][CH:9]=[CH:8]2)[CH:12]2[CH2:1][CH2:2][CH2:3][CH:4]2[N:5]3[C:20]1=[O:21].